From a dataset of Forward reaction prediction with 1.9M reactions from USPTO patents (1976-2016). Predict the product of the given reaction. (1) Given the reactants [CH2:1](O)[CH3:2].[Cl:4][CH2:5][CH2:6][CH2:7][CH2:8][C:9]([OH:11])=[O:10].O.C1(C)C=CC(S(O)(=O)=O)=CC=1.C(N(CC)CC)C, predict the reaction product. The product is: [Cl:4][CH2:5][CH2:6][CH2:7][CH2:8][C:9]([O:11][CH2:1][CH3:2])=[O:10]. (2) Given the reactants O/[CH:2]=[C:3]1\[C:4](=O)[C@:5]2([C:18]3[CH:23]=[CH:22][CH:21]=[CH:20][CH:19]=3)[C@@H:10]([CH2:11][CH2:12]\1)[C@H:9]([CH3:13])[C:8]1([O:17][CH2:16][CH2:15][O:14]1)[CH2:7][CH2:6]2.S(O)(O)(=O)=O.[OH:30][C:31]1[CH:39]=[CH:38][CH:37]=[CH:36][C:32]=1[C:33](=[NH:35])[NH2:34].N1CCCCC1, predict the reaction product. The product is: [CH3:13][C@@H:9]1[C:8]2([O:17][CH2:16][CH2:15][O:14]2)[CH2:7][CH2:6][C@@:5]2([C:18]3[CH:19]=[CH:20][CH:21]=[CH:22][CH:23]=3)[C@H:10]1[CH2:11][CH2:12][C:3]1[CH:2]=[N:35][C:33]([C:32]3[CH:36]=[CH:37][CH:38]=[CH:39][C:31]=3[OH:30])=[N:34][C:4]=12. (3) Given the reactants [I:1][C:2]1[CH:3]=[C:4]2[C:15]([C:16]([NH:18][CH3:19])=[O:17])=[C:14]([C:20]3[CH:25]=[CH:24][C:23]([CH3:26])=[CH:22][CH:21]=3)[O:13][C:5]2=[N:6][C:7]=1[NH:8][S:9]([CH3:12])(=[O:11])=[O:10].[Br:27][CH2:28][CH2:29][CH2:30][CH2:31]Br.C(=O)([O-])[O-].[Cs+].[Cs+], predict the reaction product. The product is: [Br:27][CH2:28][CH2:29][CH2:30][CH2:31][N:8]([C:7]1[N:6]=[C:5]2[O:13][C:14]([C:20]3[CH:21]=[CH:22][C:23]([CH3:26])=[CH:24][CH:25]=3)=[C:15]([C:16]([NH:18][CH3:19])=[O:17])[C:4]2=[CH:3][C:2]=1[I:1])[S:9]([CH3:12])(=[O:10])=[O:11]. (4) Given the reactants [O:1]1[C:6]2[CH:7]=[CH:8][C:9]([NH:11][C:12]([C:14]3[CH:19]=[CH:18][C:17]([F:20])=[CH:16][CH:15]=3)=[NH:13])=[CH:10][C:5]=2[O:4][CH2:3][CH2:2]1.C(=O)(O)[O-].[Na+].Br[CH2:27][C:28](=O)[C:29]([O:31][CH2:32][CH3:33])=[O:30], predict the reaction product. The product is: [O:1]1[C:6]2[CH:7]=[CH:8][C:9]([N:11]3[CH:27]=[C:28]([C:29]([O:31][CH2:32][CH3:33])=[O:30])[N:13]=[C:12]3[C:14]3[CH:19]=[CH:18][C:17]([F:20])=[CH:16][CH:15]=3)=[CH:10][C:5]=2[O:4][CH2:3][CH2:2]1. (5) Given the reactants FC(F)(F)C(O)=O.[CH3:8][O:9][C:10](=[O:42])[CH2:11][NH:12][C:13](=[O:41])[C@H:14]([CH2:39][OH:40])[NH:15][C:16](=[O:38])[C@H:17]([CH:35]([CH3:37])[CH3:36])[NH:18][C:19](=[O:34])[C@H:20]([CH:31]([CH3:33])[CH3:32])[NH:21][C:22](=[O:30])[C@H:23]([CH2:25][O:26][CH2:27][CH:28]=[CH2:29])[NH2:24].[C:43]([O:47][C:48]([N:50]1[CH2:64][CH2:63][CH2:62][C@H:51]1[C:52]([N:54]1[CH2:61][CH2:60][CH2:59][C@H:55]1[C:56](O)=[O:57])=[O:53])=[O:49])([CH3:46])([CH3:45])[CH3:44].[CH:65]1[CH:70]=C2N=NN(O)C2=C[CH:66]=1.O.C(N(CC)C(C)C)(C)C.CCN=C=NCCCN(C)C.Cl, predict the reaction product. The product is: [CH3:8][O:9][C:10](=[O:42])[CH2:11][NH:12][C:13](=[O:41])[C@H:14]([CH2:39][O:40][CH2:70][CH:65]=[CH2:66])[NH:15][C:16](=[O:38])[C@H:17]([CH:35]([CH3:36])[CH3:37])[NH:18][C:19](=[O:34])[C@H:20]([CH:31]([CH3:33])[CH3:32])[NH:21][C:22](=[O:30])[C@H:23]([CH2:25][O:26][CH2:27][CH:28]=[CH2:29])[NH:24][C:56](=[O:57])[C@@H:55]1[CH2:59][CH2:60][CH2:61][N:54]1[C:52](=[O:53])[C@@H:51]1[CH2:62][CH2:63][CH2:64][N:50]1[C:48]([O:47][C:43]([CH3:46])([CH3:44])[CH3:45])=[O:49].